The task is: Predict the reaction yield, written as a fraction of the theoretical maximum amount of product (1.0 means a 100% yield; for example, 0.34 means a 34% yield).. This data is from Reaction yield outcomes from USPTO patents with 853,638 reactions. (1) The reactants are [CH3:1][O:2][C:3]1[C:4](=[O:23])[C:5]([C:19]([O:21]C)=[O:20])=[N:6][N:7]([C:9]2[CH:14]=[CH:13][CH:12]=[C:11]([C:15]([F:18])([F:17])[F:16])[CH:10]=2)[CH:8]=1.[OH-].[Na+].Cl. The catalyst is CO. The product is [CH3:1][O:2][C:3]1[C:4](=[O:23])[C:5]([C:19]([OH:21])=[O:20])=[N:6][N:7]([C:9]2[CH:14]=[CH:13][CH:12]=[C:11]([C:15]([F:18])([F:16])[F:17])[CH:10]=2)[CH:8]=1. The yield is 0.920. (2) The reactants are [C:1]([C:5]1[C:6](=[O:16])[C:7](=[O:15])[CH:8]=[C:9]([C:11]([CH3:14])([CH3:13])[CH3:12])[CH:10]=1)([CH3:4])([CH3:3])[CH3:2].[N+:17]([O-])([OH:19])=[O:18].O. The catalyst is C(O)(=O)C. The product is [C:11]([C:9]1[CH:10]=[C:5]([C:1]([CH3:4])([CH3:2])[CH3:3])[C:6](=[O:16])[C:7](=[O:15])[C:8]=1[N+:17]([O-:19])=[O:18])([CH3:14])([CH3:13])[CH3:12]. The yield is 0.240. (3) The reactants are Cl[C:2]1[CH:7]=[CH:6][N:5]=[C:4]2[CH:8]=[C:9]([C:11](=[O:14])[CH2:12][CH3:13])[S:10][C:3]=12.[CH3:15][NH:16][C:17]([C:19]1[C:27]2[C:22](=[CH:23][C:24]([OH:28])=[CH:25][CH:26]=2)[N:21]([CH3:29])[C:20]=1[CH3:30])=[O:18].C([O-])([O-])=O.[Cs+].[Cs+]. No catalyst specified. The product is [CH3:15][NH:16][C:17]([C:19]1[C:27]2[C:22](=[CH:23][C:24]([O:28][C:2]3[CH:7]=[CH:6][N:5]=[C:4]4[CH:8]=[C:9]([C:11](=[O:14])[CH2:12][CH3:13])[S:10][C:3]=34)=[CH:25][CH:26]=2)[N:21]([CH3:29])[C:20]=1[CH3:30])=[O:18]. The yield is 0.310. (4) The reactants are Cl[C:2]1[N:7]=[C:6]([NH:8][C:9]2[N:14]=[CH:13][C:12]3[N:15]=[CH:16][N:17]([CH:18]([CH3:20])[CH3:19])[C:11]=3[CH:10]=2)[CH:5]=[CH:4][N:3]=1.[CH3:21][S:22]([N:25]1[CH2:30][CH2:29][NH:28][CH2:27][CH2:26]1)(=[O:24])=[O:23].C(N(CC)CC)C. The catalyst is C(O)(C)C.O. The product is [CH:18]([N:17]1[C:11]2[CH:10]=[C:9]([NH:8][C:6]3[CH:5]=[CH:4][N:3]=[C:2]([N:28]4[CH2:29][CH2:30][N:25]([S:22]([CH3:21])(=[O:24])=[O:23])[CH2:26][CH2:27]4)[N:7]=3)[N:14]=[CH:13][C:12]=2[N:15]=[CH:16]1)([CH3:20])[CH3:19]. The yield is 0.750. (5) The reactants are [ClH:1].[CH2:2]1[C:11]2[C:6](=[CH:7][CH:8]=[CH:9][CH:10]=2)[CH2:5][C@H:4]([C:12]([O:14][CH3:15])=[O:13])[NH:3]1.C1C2C(=CC=CC=2)C[C@@H](C(O)=O)N1. No catalyst specified. The product is [ClH:1].[CH2:2]1[C:11]2[C:6](=[CH:7][CH:8]=[CH:9][CH:10]=2)[CH2:5][C@@H:4]([C:12]([O:14][CH3:15])=[O:13])[NH:3]1. The yield is 0.820.